Dataset: Reaction yield outcomes from USPTO patents with 853,638 reactions. Task: Predict the reaction yield, written as a fraction of the theoretical maximum amount of product (1.0 means a 100% yield; for example, 0.34 means a 34% yield). The reactants are [CH3:1][N:2]1[C@@H:19]2[CH2:20][C:7]3=[CH:8][CH:9]=[C:10]([OH:21])[C:11]4[O:12][C@H:13]5[C:14]([CH2:16][CH2:17][C@@H:18]2[C@:5]5([C:6]=43)[CH2:4][CH2:3]1)=[O:15].Cl.CS(O)(=O)=O.[CH2:28](O)[CH2:29][OH:30]. No catalyst specified. The product is [CH3:1][N:2]1[CH2:3][CH2:4][C@@:5]23[C:6]4[C:7]5[CH2:20][C@@H:19]1[C@@H:18]2[CH2:17][CH2:16][C:14]1([C@@H:13]3[O:12][C:11]=4[C:10]([OH:21])=[CH:9][CH:8]=5)[O:30][CH2:29][CH2:28][O:15]1. The yield is 0.999.